From a dataset of Forward reaction prediction with 1.9M reactions from USPTO patents (1976-2016). Predict the product of the given reaction. (1) Given the reactants Cl.[Br:2][C:3]1[CH:8]=[CH:7][C:6]([CH:9]2[CH2:14][CH2:13][NH:12][CH2:11][CH2:10]2)=[CH:5][CH:4]=1.FC(F)(F)S(O[CH2:21][C:22]([F:25])([F:24])[F:23])(=O)=O.C(N(CC)C(C)C)(C)C, predict the reaction product. The product is: [Br:2][C:3]1[CH:8]=[CH:7][C:6]([CH:9]2[CH2:10][CH2:11][N:12]([CH2:21][C:22]([F:25])([F:24])[F:23])[CH2:13][CH2:14]2)=[CH:5][CH:4]=1. (2) Given the reactants [I-].C([N+]1(C)[CH2:14][CH2:13][C:12](=[O:15])[CH:11]([CH2:16][CH2:17][CH2:18][CH3:19])[CH2:10]1)C1C=CC=CC=1.[CH3:21][O:22][C:23]1[CH:24]=[C:25]([CH:27]=[C:28]([O:32][CH3:33])[C:29]=1[O:30][CH3:31])[NH2:26].C(=O)([O-])[O-].[K+].[K+], predict the reaction product. The product is: [CH2:16]([CH:11]1[C:12](=[O:15])[CH2:13][CH2:14][N:26]([C:25]2[CH:27]=[C:28]([O:32][CH3:33])[C:29]([O:30][CH3:31])=[C:23]([O:22][CH3:21])[CH:24]=2)[CH2:10]1)[CH2:17][CH2:18][CH3:19]. (3) The product is: [Br:19][C:17]1[CH:18]=[C:13]([C:21]2([OH:20])[CH2:25][CH2:24][CH:23]([C:26]([O:28][CH2:29][CH3:30])=[O:27])[CH2:22]2)[CH:14]=[N:15][CH:16]=1. Given the reactants [Li]CCCC.C([Mg]Cl)CCC.Br[C:13]1[CH:14]=[N:15][CH:16]=[C:17]([Br:19])[CH:18]=1.[O:20]=[C:21]1[CH2:25][CH2:24][CH:23]([C:26]([O:28][CH2:29][CH3:30])=[O:27])[CH2:22]1, predict the reaction product. (4) Given the reactants [CH2:1]([NH:4][C:5](=[O:10])[NH:6][CH2:7][CH:8]=[CH2:9])[CH:2]=[CH2:3].[C:11](Cl)(=[O:15])[C:12](Cl)=[O:13], predict the reaction product. The product is: [CH2:1]([N:4]1[C:12](=[O:13])[C:11](=[O:15])[N:6]([CH2:7][CH:8]=[CH2:9])[C:5]1=[O:10])[CH:2]=[CH2:3].